From a dataset of Catalyst prediction with 721,799 reactions and 888 catalyst types from USPTO. Predict which catalyst facilitates the given reaction. (1) Reactant: [ClH:1].CC(C)(C)C(O[NH:7][C@@H:8]1[C:14](=[O:15])[NH:13][C:12]2[C:16]([O:20][C:21]3[CH:26]=[CH:25][CH:24]=[CH:23][CH:22]=3)=[CH:17][CH:18]=[CH:19][C:11]=2[S:10][CH2:9]1)=O. Product: [ClH:1].[NH2:7][C@@H:8]1[C:14](=[O:15])[NH:13][C:12]2[C:16]([O:20][C:21]3[CH:22]=[CH:23][CH:24]=[CH:25][CH:26]=3)=[CH:17][CH:18]=[CH:19][C:11]=2[S:10][CH2:9]1. The catalyst class is: 12. (2) Reactant: [C:1]([C:3]1[C:4]([I:17])=[C:5]([C:14]([OH:16])=O)[S:6][C:7]=1[N:8]1[CH2:13][CH2:12][O:11][CH2:10][CH2:9]1)#[N:2].[CH3:18][N:19](C(ON1N=NC2C=CC=NC1=2)=[N+](C)C)C.F[P-](F)(F)(F)(F)F.CCN(C(C)C)C(C)C.CN.C1COCC1. Product: [C:1]([C:3]1[C:4]([I:17])=[C:5]([C:14]([NH:19][CH3:18])=[O:16])[S:6][C:7]=1[N:8]1[CH2:9][CH2:10][O:11][CH2:12][CH2:13]1)#[N:2]. The catalyst class is: 18. (3) Reactant: [CH:1]1[CH:6]=[CH:5][C:4]([CH2:7][O:8][C:9](Cl)=[O:10])=[CH:3][CH:2]=1.Cl.[F:13][C:14]1([F:21])[CH:19]([OH:20])[CH2:18][CH2:17][NH:16][CH2:15]1. Product: [F:13][C:14]1([F:21])[CH:19]([OH:20])[CH2:18][CH2:17][N:16]([C:9]([O:8][CH2:7][C:4]2[CH:5]=[CH:6][CH:1]=[CH:2][CH:3]=2)=[O:10])[CH2:15]1. The catalyst class is: 4. (4) Reactant: [CH3:1][NH:2][CH:3]1[CH2:8][CH2:7][CH:6]([O:9][C:10]2[C:21]3[C:20]4[C@@H:19]([CH2:22][CH2:23][OH:24])[CH2:18][CH2:17][C:16]=4[S:15][C:14]=3[N:13]=[CH:12][N:11]=2)[CH2:5][CH2:4]1.Cl[CH2:26][C:27]([N:29]1[CH2:33][CH2:32][CH2:31][CH2:30]1)=[O:28].C(=O)([O-])[O-].[K+].[K+]. Product: [OH:24][CH2:23][CH2:22][C@H:19]1[CH2:18][CH2:17][C:16]2[S:15][C:14]3[N:13]=[CH:12][N:11]=[C:10]([O:9][CH:6]4[CH2:5][CH2:4][CH:3]([N:2]([CH3:1])[CH2:26][C:27]([N:29]5[CH2:33][CH2:32][CH2:31][CH2:30]5)=[O:28])[CH2:8][CH2:7]4)[C:21]=3[C:20]1=2. The catalyst class is: 85.